Dataset: Reaction yield outcomes from USPTO patents with 853,638 reactions. Task: Predict the reaction yield, written as a fraction of the theoretical maximum amount of product (1.0 means a 100% yield; for example, 0.34 means a 34% yield). (1) The reactants are [CH3:1][C:2]1[C:8]([N+:9]([O-:11])=[O:10])=[CH:7][CH:6]=[CH:5][C:3]=1[NH2:4].[N:12]([O-])=O.[Na+]. The catalyst is C(O)(=O)C.O. The product is [N+:9]([C:8]1[CH:7]=[CH:6][CH:5]=[C:3]2[C:2]=1[CH:1]=[N:12][NH:4]2)([O-:11])=[O:10]. The yield is 0.810. (2) The reactants are [CH3:1][C:2]1[CH:3]=[C:4]([CH2:14][N:15]2[CH:26]=[C:18]3[C:19]([C:23]([OH:25])=O)=[N:20][CH:21]=[CH:22][C:17]3=[N:16]2)[CH:5]=[N:6][C:7]=1[O:8][CH2:9][C:10]([F:13])([F:12])[F:11].C(N(CC)CC)C.CN(C(O[N:42]1N=N[C:44]2C=CC=[CH:48][C:43]1=2)=[N+](C)C)C.F[P-](F)(F)(F)(F)F.C(N)(C)C. The catalyst is CN(C=O)C.CCOC(C)=O. The product is [CH:43]([NH:42][C:23]([C:19]1[C:18]2=[CH:26][N:15]([CH2:14][C:4]3[CH:5]=[N:6][C:7]([O:8][CH2:9][C:10]([F:11])([F:12])[F:13])=[C:2]([CH3:1])[CH:3]=3)[N:16]=[C:17]2[CH:22]=[CH:21][N:20]=1)=[O:25])([CH3:48])[CH3:44]. The yield is 0.260. (3) The reactants are [Br:1][C:2]1[C:7]([F:8])=[C:6](I)[CH:5]=[C:4]([CH3:10])[N:3]=1.CC1(C)OB([C:17]2[CH:18]=[N:19][C:20]([C:23]([F:26])([F:25])[F:24])=[N:21][CH:22]=2)OC1(C)C.C(=O)([O-])[O-].[K+].[K+].COCCOC. The catalyst is C(OCC)(=O)C.Cl[Pd](Cl)([P](C1C=CC=CC=1)(C1C=CC=CC=1)C1C=CC=CC=1)[P](C1C=CC=CC=1)(C1C=CC=CC=1)C1C=CC=CC=1.O. The product is [Br:1][C:2]1[C:7]([F:8])=[C:6]([C:17]2[CH:18]=[N:19][C:20]([C:23]([F:26])([F:25])[F:24])=[N:21][CH:22]=2)[CH:5]=[C:4]([CH3:10])[N:3]=1. The yield is 0.310.